The task is: Predict the reactants needed to synthesize the given product.. This data is from Full USPTO retrosynthesis dataset with 1.9M reactions from patents (1976-2016). (1) Given the product [CH3:16][O:15][CH2:14][O:13][CH2:12][C:4]1[N:3]2[CH:23]=[CH:24][N:1]=[C:2]2[C:7]([C:8]([O:10][CH3:11])=[O:9])=[CH:6][CH:5]=1, predict the reactants needed to synthesize it. The reactants are: [NH2:1][C:2]1[C:7]([C:8]([O:10][CH3:11])=[O:9])=[CH:6][CH:5]=[C:4]([CH2:12][O:13][CH2:14][O:15][CH3:16])[N:3]=1.C(=O)(O)[O-].[Na+].Cl[CH2:23][CH:24]=O. (2) Given the product [Cl:13][CH2:14][CH2:15][C:16]([C:5]1[CH:6]=[CH:7][C:2]([F:1])=[C:3]([F:8])[CH:4]=1)=[O:17], predict the reactants needed to synthesize it. The reactants are: [F:1][C:2]1[CH:7]=[CH:6][CH:5]=[CH:4][C:3]=1[F:8].[Cl-].[Al+3].[Cl-].[Cl-].[Cl:13][CH2:14][CH2:15][C:16](Cl)=[O:17].